From a dataset of Human Reference Interactome with 51,813 positive PPI pairs across 8,248 proteins, plus equal number of experimentally-validated negative pairs. Binary Classification. Given two protein amino acid sequences, predict whether they physically interact or not. (1) Protein 1 (ENSG00000258289) has sequence XVSSSRKRWRTFPVDCVAMCGDCVEKEYPNRGNTCLENGSFLLNFTGCAVCSKRDFMLITNKSLKEEDGEEIVTYDRQNQRDP*MRQPYLSSREVSSSRKRWRTFPVDCVAMCGDCVEKEYPNRGNTCLENGSFLLNFTGCAVCSKRDFMLITNKSLKEEDGEEIVTYDHLCKNCHHVIARHEYTFSIMDEFQEYTMLCLLCGKAEDTISILPDDPRQMTLLF*MRQPYLSSREVSSSRKRWRTFPVDCVAMCGDCVEKEYPNRGNTCLENGSFLLNFTGCAVCSKRDFMLITNKSLKEE.... Protein 2 (ENSG00000105251) has sequence MAKWLRDYLSFGGRRPPPQPPTPDYTESDILRAYRAQKNLDFEDPYEDAESRLEPDPAGPGDSKNPGDAKYGSPKHRLIKVEAADMARAKALLGGPGEELEADTEYLDPFDAQPHPAPPDDGYMEPYDAQWVMSELPGRGVQLYDTPYEEQDPETADGPPSGQKPRQSRMPQEDERPADEYDQPWEWKKDHISRAFAVQFDSPEWERTPGSAKELRRPPPRSPQPAERVDPALPLEKQPWFHGPLNRADAESLLSLCKEGSYLVRLSETNPQDCSLSLRSSQGFLHLKFARTRENQVVLG.... Result: 0 (the proteins do not interact). (2) Protein 1 (ENSG00000173699) has sequence XSTPQHSSLETTSRQPAFQALPAPEIRRSSCCLLSPDANVKAAPQSRKAENLQENPPVIVTRVLQALGTVAVALGALGAAYYITESL*MKKVKKKRSEARRHRDSTSQHASSNSTSQQPSPESTPQQPSPESTPQQPSPESTPQHSSLETTSRQPAFQALPAPEIRRSSCCLLSPDANVKAAPQSRKAGPLIRAGPHSCSCATCPCSSACWRRLGLCHSRIFDVLLPRDWQMAPGRGLPNLLTFYRKSSRKPSSHRNACPPSPRNCGCGSGGSRSCLLHH*STPQQPSPESTPQQPSPES.... Protein 2 (ENSG00000174453) has sequence MALHIHEACILLLVIPGLVTSAAISHEDYPADEGDQISSNDNLIFDDYRGKGCVDDSGFVYKLGERFFPGHSNCPCVCALDGPVCDQPECPKIHPKCTKVEHNGCCPECKEVKNFCEYHGKNYKILEEFKPSPCEWCRCEPSNEVHCVVADCAVPECVNPVYEPEQCCPVCKNGPNCFAGTTIIPAGIEVKVDECNICHCHNGDWWKPAQCSKRECQGKQTV*MALHIHEACILLLVIPGLVTSAAISHEDYPADEGDQISSNDNLIFDDYRGKGCVDDSGFVYKLGERFFPGHSNCPCV.... Result: 1 (the proteins interact). (3) Protein 1 (ENSG00000131467) has sequence MASLLKVDQEVKLKVDSFRERITSEAEDLVANFFPKKLLELDSFLKEPILNIHDLTQIHSDMNLPVPDPILLTNSHDGLDGPTYKKRRLDECEEAFQGTKVFVMPNGMLKSNQQLVDIIEKVKPEIRLLIEKCNTPSGKGPHICFDLQVKMWVQLLIPRIEDGNNFGVSIQEETVAELRTVESEAASYLDQISRYYITRAKLVSKIAKYPHVEDYRRTVTEIDEKEYISLRLIISELRNQYVTLHDMILKNIEKIKRPRSSNAETLY*MEKWILKKIKYLQSGGLSASYYSYKVDSFRER.... Protein 2 (ENSG00000181031) has sequence MADTIFGSGNDQWVCPNDRQLALRAKLQTGWSVHTYQTEKQRRKQHLSPAEVEAILQVIQRAERLDVLEQQRIGRLVERLETMRRNVMGNGLSQCLLCGEVLGFLGSSSVFCKDCRKVWKRSGAWFYKGLPKYILPLKTPGRADDPHFRPLPTEPAEREPRSSETSRIYTWARGRVVSSDSDSDSDLSSSSLEDRLPSTGVRDRKGDKPWKESGGSVEAPRMGFTHPPGHLSGCQSSLASGETGTGSADPPGGPRPGLTRRAPVKDTPGRAPAADAAPAGPSSCLG*MADTIFGSGNDQW.... Result: 1 (the proteins interact). (4) Protein 1 (ENSG00000198053) has sequence MEPAGPAPGRLGPLLCLLLAASCAWSGVAGEEELQVIQPDKSVLVAAGETATLRCTATSLIPVGPIQWFRGAGPGRELIYNQKEGHFPRVTTVSDLTKRNNMDFSIRIGNITPADAGTYYCVKFRKGSPDDVEFKSGAGTELSVRAKPSAPVVSGPAARATPQHTVSFTCESHGFSPRDITLKWFKNGNELSDFQTNVDPVGESVSYSIHSTAKVVLTREDVHSQVICEVAHVTLQGDPLRGTANLSETIRVPPTLEVTQQPVRAENQVNVTCQVRKFYPQRLQLTWLENGNVSRTETAS.... Protein 2 (ENSG00000100528) has sequence MAFTFAAFCYMLALLLTAALIFFAIWHIIAFDELKTDYKNPIDQCNTLNPLVLPEYLIHAFFCVMFLCAAEWLTLGLNMPLLAYHIWRYMSRPVMSGPGLYDPTTIMNADILAYCQKEGWCKLAFYLLAFFYYLYGMIYVLVSS*MAFTFAAFCYMLALLLTAALIFFAIWHIIAFDELKTDYKNPIDQCNTLNPLVLPEYLIHAFFCVMFLCAAEWLTLGLNMPLLAYHIWSMIYVLVSS*MAFTFAAFCYMLALLLTAALIFFAIWHIIAFDELKTDYKNPIDQCNTLNPLVLPEYLI.... Result: 0 (the proteins do not interact).